Dataset: Catalyst prediction with 721,799 reactions and 888 catalyst types from USPTO. Task: Predict which catalyst facilitates the given reaction. (1) Reactant: [N+:1]([C:4]1[CH:5]=[CH:6][C:7]([NH:17][CH2:18][CH2:19][C:20]2[CH:25]=[CH:24][CH:23]=[CH:22][N:21]=2)=[C:8]([CH:10]=[CH:11][C:12](OCC)=[O:13])[CH:9]=1)([O-])=O.[H][H]. Product: [NH2:1][C:4]1[CH:9]=[C:8]2[C:7](=[CH:6][CH:5]=1)[N:17]([CH2:18][CH2:19][C:20]1[CH:25]=[CH:24][CH:23]=[CH:22][N:21]=1)[C:12](=[O:13])[CH2:11][CH2:10]2. The catalyst class is: 19. (2) Reactant: [OH:1][C:2]1[CH:35]=[CH:34][C:5]([CH2:6][CH2:7][C:8]2[CH:13]=[CH:12][CH:11]=[CH:10][C:9]=2[C:14]2[N:19]=[C:18]([N:20]3[C:24]([C:25]([F:28])([F:27])[F:26])=[C:23]([C:29]([O:31][CH2:32][CH3:33])=[O:30])[CH:22]=[N:21]3)[CH:17]=[CH:16][CH:15]=2)=[CH:4][CH:3]=1.C([O-])([O-])=O.[Cs+].[Cs+].Br[CH2:43][CH2:44][CH2:45][O:46][CH:47]1[CH2:52][CH2:51][CH2:50][CH2:49][O:48]1. Product: [O:48]1[CH2:49][CH2:50][CH2:51][CH2:52][CH:47]1[O:46][CH2:45][CH2:44][CH2:43][O:1][C:2]1[CH:3]=[CH:4][C:5]([CH2:6][CH2:7][C:8]2[CH:13]=[CH:12][CH:11]=[CH:10][C:9]=2[C:14]2[N:19]=[C:18]([N:20]3[C:24]([C:25]([F:28])([F:27])[F:26])=[C:23]([C:29]([O:31][CH2:32][CH3:33])=[O:30])[CH:22]=[N:21]3)[CH:17]=[CH:16][CH:15]=2)=[CH:34][CH:35]=1. The catalyst class is: 21.